This data is from Forward reaction prediction with 1.9M reactions from USPTO patents (1976-2016). The task is: Predict the product of the given reaction. (1) The product is: [Cl:30][C:31]1[CH:32]=[CH:33][C:34]([O:40][C:41]([F:42])([F:43])[F:44])=[C:35]([C:2]2[CH:7]=[CH:6][N:5]([CH:8]([CH2:25][CH:26]3[CH2:28][CH2:27]3)[C:9]([NH:11][C:12]3[CH:13]=[CH:14][C:15]([C:16]([O:18][C:19]([CH3:22])([CH3:21])[CH3:20])=[O:17])=[CH:23][CH:24]=3)=[O:10])[C:4](=[O:29])[CH:3]=2)[CH:36]=1. Given the reactants Br[C:2]1[CH:7]=[CH:6][N:5]([CH:8]([CH2:25][CH:26]2[CH2:28][CH2:27]2)[C:9]([NH:11][C:12]2[CH:24]=[CH:23][C:15]([C:16]([O:18][C:19]([CH3:22])([CH3:21])[CH3:20])=[O:17])=[CH:14][CH:13]=2)=[O:10])[C:4](=[O:29])[CH:3]=1.[Cl:30][C:31]1[CH:32]=[CH:33][C:34]([O:40][C:41]([F:44])([F:43])[F:42])=[C:35](B(O)O)[CH:36]=1.C(=O)([O-])[O-].[Na+].[Na+], predict the reaction product. (2) The product is: [C:7]([O:11][C:12](=[O:18])[CH2:13][CH2:14][CH2:15][CH2:16][O:26][C:23]1[CH:22]=[N:21][C:20]([Cl:19])=[N:25][CH:24]=1)([CH3:10])([CH3:9])[CH3:8]. Given the reactants C(=O)([O-])[O-].[K+].[K+].[C:7]([O:11][C:12](=[O:18])[CH2:13][CH2:14][CH2:15][CH2:16]Br)([CH3:10])([CH3:9])[CH3:8].[Cl:19][C:20]1[N:25]=[CH:24][C:23]([OH:26])=[CH:22][N:21]=1.O, predict the reaction product. (3) Given the reactants COC1C=C(OC)C=CC=1C[NH:6][C:7]1[N:16]2[N:17]=[C:18]([CH2:20][CH2:21][N:22]3[CH2:27][CH2:26][CH2:25][C:24]([F:32])([C:28]([F:31])([F:30])[F:29])[CH2:23]3)[N:19]=[C:15]2[C:14]2[C:9](=[C:10]3[O:35][C:34]([F:37])([F:36])[O:33][C:11]3=[CH:12][CH:13]=2)[N:8]=1.FC(F)(F)C(O)=O, predict the reaction product. The product is: [F:37][C:34]1([F:36])[O:33][C:11]2=[CH:12][CH:13]=[C:14]3[C:9]([N:8]=[C:7]([NH2:6])[N:16]4[N:17]=[C:18]([CH2:20][CH2:21][N:22]5[CH2:27][CH2:26][CH2:25][C:24]([F:32])([C:28]([F:30])([F:31])[F:29])[CH2:23]5)[N:19]=[C:15]34)=[C:10]2[O:35]1. (4) Given the reactants [CH2:1]([NH:8][N:9]1[CH2:13][C:12](=[O:14])[N:11]([CH2:15][CH2:16][CH2:17][CH2:18]I)[C:10]1=[O:20])[C:2]1[CH:7]=[CH:6][CH:5]=[CH:4][CH:3]=1.C(N(C(C)C)CC)(C)C.[CH2:30]([O:37][C:38]([N:40]1[CH2:45][CH2:44][NH:43][CH2:42][CH2:41]1)=[O:39])[C:31]1[CH:36]=[CH:35][CH:34]=[CH:33][CH:32]=1.O, predict the reaction product. The product is: [CH2:1]([NH:8][N:9]1[CH2:13][C:12](=[O:14])[N:11]([CH2:15][CH2:16][CH2:17][CH2:18][N:43]2[CH2:42][CH2:41][N:40]([C:38]([O:37][CH2:30][C:31]3[CH:36]=[CH:35][CH:34]=[CH:33][CH:32]=3)=[O:39])[CH2:45][CH2:44]2)[C:10]1=[O:20])[C:2]1[CH:7]=[CH:6][CH:5]=[CH:4][CH:3]=1. (5) The product is: [C:1]([O:5][C:6]([NH:8][CH2:9][CH2:10][C@H:11]1[C:15]2[C:16]3[N:17]([N:20]=[C:21]([CH3:28])[C:22]=3[C:23]([O:25][CH2:26][CH3:27])=[O:24])[CH:18]=[CH:19][C:14]=2[CH2:13][CH2:12]1)=[O:7])([CH3:3])([CH3:2])[CH3:4]. Given the reactants [C:1]([O:5][C:6]([NH:8][CH2:9][CH2:10][CH:11]1[C:15]2[C:16]3[N:17]([N:20]=[C:21]([CH3:28])[C:22]=3[C:23]([O:25][CH2:26][CH3:27])=[O:24])[CH:18]=[CH:19][C:14]=2[CH2:13][CH2:12]1)=[O:7])([CH3:4])([CH3:3])[CH3:2].CC(NCCC#N)CC1C=CC=CC=1.Cl.CCCCCC, predict the reaction product. (6) Given the reactants Cl[C:2]1[CH:11]=[CH:10][C:9]2[C:8]([C:12]([NH:14][CH2:15][C:16]3([OH:23])[CH2:22][CH2:21][CH2:20][CH2:19][CH2:18][CH2:17]3)=[O:13])=[C:7]([Cl:24])[CH:6]=[CH:5][C:4]=2[N:3]=1.C(=O)([O-])[O-].[K+].[K+].[NH2:31][C@H:32]1[CH2:36][CH2:35][NH:34][CH2:33]1.C(#N)C, predict the reaction product. The product is: [NH2:31][C@H:32]1[CH2:36][CH2:35][N:34]([C:2]2[CH:11]=[CH:10][C:9]3[C:8]([C:12]([NH:14][CH2:15][C:16]4([OH:23])[CH2:22][CH2:21][CH2:20][CH2:19][CH2:18][CH2:17]4)=[O:13])=[C:7]([Cl:24])[CH:6]=[CH:5][C:4]=3[N:3]=2)[CH2:33]1. (7) Given the reactants [Br:1][C:2]1[CH:9]=[C:8]([CH2:10][C:11]2[CH:16]=[CH:15][C:14]([CH2:17][CH3:18])=[CH:13][CH:12]=2)[C:7]([Cl:19])=[CH:6][C:3]=1[CH:4]=O.[C:20]1(C)C=CC=CC=1, predict the reaction product. The product is: [Br:1][C:2]1[CH:9]=[C:8]([CH2:10][C:11]2[CH:16]=[CH:15][C:14]([CH2:17][CH3:18])=[CH:13][CH:12]=2)[C:7]([Cl:19])=[CH:6][C:3]=1[CH:4]=[CH2:20]. (8) Given the reactants [CH2:1]([C:5]1[S:6][CH:7]=[CH:8][CH:9]=1)[CH:2]([CH3:4])[CH3:3].[Li]CCCC.[C:15]([N:19]=[C:20]=[O:21])([CH3:18])([CH3:17])[CH3:16], predict the reaction product. The product is: [CH2:1]([C:5]1[S:6][C:7]([C:20]([NH:19][C:15]([CH3:18])([CH3:17])[CH3:16])=[O:21])=[CH:8][CH:9]=1)[CH:2]([CH3:4])[CH3:3]. (9) Given the reactants [OH:1][CH2:2][C@@H:3]([NH:8][C:9](=[O:15])[O:10][C:11]([CH3:14])([CH3:13])[CH3:12])[CH2:4][CH:5]([CH3:7])[CH3:6].Cl[C:17]1[CH:18]=[CH:19][C:20]2[C:32]3[C:27](=[CH:28][N:29]=[C:30]([NH:33][C:34](=[O:36])[CH3:35])[CH:31]=3)[CH2:26][O:25][C:21]=2[C:22]=1[O:23][CH3:24], predict the reaction product. The product is: [C:34]([NH:33][C:30]1[CH:31]=[C:32]2[C:20]3[CH:19]=[CH:18][C:17]([O:1][CH2:2][C@@H:3]([NH:8][C:9](=[O:15])[O:10][C:11]([CH3:13])([CH3:12])[CH3:14])[CH2:4][CH:5]([CH3:7])[CH3:6])=[C:22]([O:23][CH3:24])[C:21]=3[O:25][CH2:26][C:27]2=[CH:28][N:29]=1)(=[O:36])[CH3:35].